Dataset: Forward reaction prediction with 1.9M reactions from USPTO patents (1976-2016). Task: Predict the product of the given reaction. Given the reactants ClC1C=CC(S(N2[C:17](=[O:18])[CH:16](CC3C=C(Cl)C=CC=3OC)CNC(=O)C2)(=O)=O)=CC=1NC(=O)C.[NH2:34][C:35]1[CH:40]=[CH:39][C:38]([NH:41][C:42]([N:44]2[C:50](=[O:51])[CH:49]([CH2:52][C:53]3[CH:58]=[C:57]([Cl:59])[CH:56]=[CH:55][C:54]=3[O:60][CH3:61])[CH2:48][NH:47][C:46](=[O:62])[CH2:45]2)=[O:43])=[CH:37][CH:36]=1, predict the reaction product. The product is: [C:17]([NH:34][C:35]1[CH:36]=[CH:37][C:38]([NH:41][C:42]([N:44]2[C:50](=[O:51])[CH:49]([CH2:52][C:53]3[CH:58]=[C:57]([Cl:59])[CH:56]=[CH:55][C:54]=3[O:60][CH3:61])[CH2:48][NH:47][C:46](=[O:62])[CH2:45]2)=[O:43])=[CH:39][CH:40]=1)(=[O:18])[CH3:16].